Task: Predict the reactants needed to synthesize the given product.. Dataset: Full USPTO retrosynthesis dataset with 1.9M reactions from patents (1976-2016) (1) Given the product [CH2:28]([O:15][C:13]([CH:12]1[CH2:10][CH:11]([C:19]2[CH:22]=[C:23]([CH3:26])[CH:24]=[CH:25][C:18]=2[CH3:17])[C:3]2[C:4](=[CH:6][C:7]([Cl:9])=[CH:8][C:2]=2[Cl:1])[NH:5]1)=[O:14])[CH3:29], predict the reactants needed to synthesize it. The reactants are: [Cl:1][C:2]1[CH:3]=[C:4]([CH:6]=[C:7]([Cl:9])[CH:8]=1)[NH2:5].[CH2:10]([C:12](=O)[C:13]([O-:15])=[O:14])[CH3:11].[CH3:17][C:18]1[CH:25]=[CH:24][C:23]([CH3:26])=[CH:22][C:19]=1C=C.F[C:28](F)(F)[C:29](O)=O. (2) Given the product [CH2:1]([C@H:8]([NH:23][C:24](=[O:33])[C:25]1[CH:30]=[C:29]([O:55][CH3:45])[CH:28]=[C:27]([Br:32])[CH:26]=1)[C@@H:9]([OH:22])[CH2:10][C@H:11]([C:13](=[O:21])[NH:14][CH2:15][CH2:16][C:17]([CH3:20])([CH3:19])[CH3:18])[CH3:12])[C:2]1[CH:7]=[CH:6][CH:5]=[CH:4][CH:3]=1, predict the reactants needed to synthesize it. The reactants are: [CH2:1]([C@H:8]([NH:23][C:24](=[O:33])[C:25]1[CH:30]=[CH:29][C:28](F)=[C:27]([Br:32])[CH:26]=1)[C@@H:9]([OH:22])[CH2:10][C@H:11]([C:13](=[O:21])[NH:14][CH2:15][CH2:16][C:17]([CH3:20])([CH3:19])[CH3:18])[CH3:12])[C:2]1[CH:7]=[CH:6][CH:5]=[CH:4][CH:3]=1.C12CC(CC1)CC2NC(=O)[C@H](C)C[C@H:45]([OH:55])[C@@H](N)CC1C=CC=CC=1.BrC1C=C(C=C(OC)C=1)C(O)=O. (3) Given the product [ClH:68].[NH2:57][CH2:56][C@H:53]1[CH2:52][CH2:51][C@H:50]([C:48]([NH:47][C@H:32]([C:33](=[O:46])[NH:34][C:35]2[CH:40]=[CH:39][C:38]([C:41]3[N:42]=[N:43][NH:44][N:45]=3)=[CH:37][CH:36]=2)[CH2:31][C:28]2[CH:27]=[CH:26][C:25]([C:22]3[CH:23]=[CH:24][C:19]([C:17]([NH:16][CH:13]4[CH2:12][CH2:11][CH:10]([N:9]([CH3:8])[CH3:67])[CH2:15][CH2:14]4)=[O:18])=[CH:20][C:21]=3[O:65][CH3:66])=[CH:30][CH:29]=2)=[O:49])[CH2:55][CH2:54]1, predict the reactants needed to synthesize it. The reactants are: FC(F)(F)C(O)=O.[CH3:8][N:9]([CH3:67])[CH:10]1[CH2:15][CH2:14][CH:13]([NH:16][C:17]([C:19]2[CH:24]=[CH:23][C:22]([C:25]3[CH:30]=[CH:29][C:28]([CH2:31][C@H:32]([NH:47][C:48]([C@H:50]4[CH2:55][CH2:54][C@H:53]([CH2:56][NH:57]C(=O)OC(C)(C)C)[CH2:52][CH2:51]4)=[O:49])[C:33](=[O:46])[NH:34][C:35]4[CH:40]=[CH:39][C:38]([C:41]5[N:42]=[N:43][NH:44][N:45]=5)=[CH:37][CH:36]=4)=[CH:27][CH:26]=3)=[C:21]([O:65][CH3:66])[CH:20]=2)=[O:18])[CH2:12][CH2:11]1.[ClH:68]. (4) Given the product [Cl:33][C:19]1[C:18]2[C:23](=[CH:24][CH:25]=[C:16]([C:8]([C:5]3[CH:4]=[CH:3][C:2]([Cl:1])=[CH:7][CH:6]=3)([C:10]3[N:14]([CH3:15])[CH:13]=[N:12][CH:11]=3)[OH:9])[CH:17]=2)[N:22]=[C:21]([N:35]([CH3:36])[CH3:34])[C:20]=1[C:27]1[CH:28]=[CH:29][CH:30]=[CH:31][CH:32]=1, predict the reactants needed to synthesize it. The reactants are: [Cl:1][C:2]1[CH:7]=[CH:6][C:5]([C:8]([C:16]2[CH:17]=[C:18]3[C:23](=[CH:24][CH:25]=2)[N:22]=[C:21](Cl)[C:20]([C:27]2[CH:32]=[CH:31][CH:30]=[CH:29][CH:28]=2)=[C:19]3[Cl:33])([C:10]2[N:14]([CH3:15])[CH:13]=[N:12][CH:11]=2)[OH:9])=[CH:4][CH:3]=1.[CH3:34][NH:35][CH3:36]. (5) Given the product [C:17]([C:19]1[CH:24]=[CH:23][C:22]([C:2]2[C:7]([O:12][CH2:13][CH:14]3[CH2:16][CH2:15]3)=[N:6][CH:5]=[C:4]([CH:3]=2)[C:9]([NH:28][CH2:29][CH:30]([CH2:31][OH:32])[CH2:33][CH3:34])=[O:11])=[CH:21][CH:20]=1)#[N:18], predict the reactants needed to synthesize it. The reactants are: Br[C:2]1[CH:3]=[C:4]([C:9]([OH:11])=O)[CH:5]=[N:6][C:7]=1Cl.[OH:12][CH2:13][CH:14]1[CH2:16][CH2:15]1.[C:17]([C:19]1[CH:24]=[CH:23][C:22](B(O)O)=[CH:21][CH:20]=1)#[N:18].[NH2:28][CH2:29][CH:30]([CH2:33][CH3:34])[CH2:31][OH:32]. (6) Given the product [CH3:19][O:18][C:16]1[CH:15]=[CH:14][C:3]2[C:4]([C:6]3[CH:7]=[C:8]([CH:11]=[CH:12][CH:13]=3)[C:9]#[N:10])=[N:20][CH2:21][C:22](=[O:23])[NH:1][C:2]=2[CH:17]=1, predict the reactants needed to synthesize it. The reactants are: [NH2:1][C:2]1[CH:17]=[C:16]([O:18][CH3:19])[CH:15]=[CH:14][C:3]=1[C:4]([C:6]1[CH:7]=[C:8]([CH:11]=[CH:12][CH:13]=1)[C:9]#[N:10])=O.[NH2:20][CH2:21][C:22](OCC)=[O:23].Cl. (7) The reactants are: [O:1]=[C:2]1[NH:7][C:6]2[CH:8]=[C:9]([C:12]([OH:14])=O)[CH:10]=[CH:11][C:5]=2[S:4][CH2:3]1.[CH3:15][O:16][C:17]1[CH:18]=[CH:19][C:20]2[C:25]([N:26]=1)=[C:24]1[CH2:27][CH:28]([CH2:30][C@H:31]3[CH2:36][CH2:35][C@H:34]([NH2:37])[CH2:33][CH2:32]3)[O:29][C:23]1=[CH:22][N:21]=2.ON1C2C=CC=CC=2N=N1.Cl.CN(C)CCCN=C=NCC.C(N(CC)C(C)C)(C)C. Given the product [CH3:15][O:16][C:17]1[CH:18]=[CH:19][C:20]2[C:25]([N:26]=1)=[C:24]1[CH2:27][CH:28]([CH2:30][C@H:31]3[CH2:36][CH2:35][C@H:34]([NH:37][C:12]([C:9]4[CH:10]=[CH:11][C:5]5[S:4][CH2:3][C:2](=[O:1])[NH:7][C:6]=5[CH:8]=4)=[O:14])[CH2:33][CH2:32]3)[O:29][C:23]1=[CH:22][N:21]=2, predict the reactants needed to synthesize it. (8) Given the product [CH2:1]([C:3]1[CH:8]=[CH:7][C:6]([C:9]2[NH:13][N:12]=[C:11]([S:14][CH2:19][C:20]3[CH:25]=[CH:24][CH:23]=[CH:22][N:21]=3)[N:10]=2)=[C:5]([O:15][CH3:16])[CH:4]=1)[CH3:2], predict the reactants needed to synthesize it. The reactants are: [CH2:1]([C:3]1[CH:8]=[CH:7][C:6]([C:9]2[NH:10][C:11](=[S:14])[NH:12][N:13]=2)=[C:5]([O:15][CH3:16])[CH:4]=1)[CH3:2].Br.Br[CH2:19][C:20]1[CH:25]=[CH:24][CH:23]=[CH:22][N:21]=1. (9) Given the product [Cl:20][C:7]1[CH:8]=[CH:9][C:10]2[C:15](=[CH:14][C:13]([CH2:16][N:17]([CH3:19])[CH3:18])=[CH:12][CH:11]=2)[C:6]=1[CH2:5][C:4]([NH2:24])=[O:3], predict the reactants needed to synthesize it. The reactants are: C([O:3][C:4](=O)[CH2:5][C:6]1[C:15]2[C:10](=[CH:11][CH:12]=[C:13]([CH2:16][N:17]([CH3:19])[CH3:18])[CH:14]=2)[CH:9]=[CH:8][C:7]=1[Cl:20])C.C([NH2:24])=O.C[O-].[Na+]. (10) Given the product [Br:1][C:2]1[CH:8]=[C:7]([F:9])[CH:6]=[C:5]2[C:3]=1[NH:4][N:12]=[CH:10]2, predict the reactants needed to synthesize it. The reactants are: [Br:1][C:2]1[CH:8]=[C:7]([F:9])[CH:6]=[C:5]([CH3:10])[C:3]=1[NH2:4].Cl.[N:12]([O-])=O.[Na+].C([O-])(=O)C.[Na+].CC(S)(C)C.CC(C)([O-])C.[K+].